Dataset: Full USPTO retrosynthesis dataset with 1.9M reactions from patents (1976-2016). Task: Predict the reactants needed to synthesize the given product. (1) Given the product [F:1][C:2]([F:39])([F:38])[C:3]([F:37])([C:33]([F:36])([F:35])[F:34])[CH2:4][C:5]([F:32])([F:31])[CH2:6][C:7]([F:30])([F:29])[CH2:8][CH:9]([C:25]([F:28])([F:27])[F:26])[CH2:10][CH:11]([C:21]([F:24])([F:23])[F:22])[CH2:12][CH:13]([C:17]([F:20])([F:19])[F:18])[CH2:14][CH2:15][S:43][C:44]#[N:45], predict the reactants needed to synthesize it. The reactants are: [F:1][C:2]([F:39])([F:38])[C:3]([F:37])([C:33]([F:36])([F:35])[F:34])[CH2:4][C:5]([F:32])([F:31])[CH2:6][C:7]([F:30])([F:29])[CH2:8][CH:9]([C:25]([F:28])([F:27])[F:26])[CH2:10][CH:11]([C:21]([F:24])([F:23])[F:22])[CH2:12][CH:13]([C:17]([F:20])([F:19])[F:18])[CH2:14][CH2:15]I.C(O)C.[S-:43][C:44]#[N:45].[K+]. (2) Given the product [NH2:9][S:8]([C:6]1[CH:5]=[CH:4][C:3]([NH:12][C:13]([C:15]2[CH:20]=[C:19]([N:25]([CH2:26][CH2:27][CH3:28])[CH2:22][CH2:23][CH3:24])[N:18]=[CH:17][N:16]=2)=[O:14])=[C:2]([CH3:1])[CH:7]=1)(=[O:11])=[O:10], predict the reactants needed to synthesize it. The reactants are: [CH3:1][C:2]1[CH:7]=[C:6]([S:8](=[O:11])(=[O:10])[NH2:9])[CH:5]=[CH:4][C:3]=1[NH:12][C:13]([C:15]1[CH:20]=[C:19](Cl)[N:18]=[CH:17][N:16]=1)=[O:14].[CH2:22]([NH:25][CH2:26][CH2:27][CH3:28])[CH2:23][CH3:24]. (3) Given the product [F:1][C:2]([F:22])([F:21])[S:3]([O:23][C:24]1[CH:33]=[CH:32][C:31]2[C:26](=[CH:27][CH:28]=[CH:29][C:30]=2[O:34][CH3:35])[CH:25]=1)(=[O:5])=[O:4], predict the reactants needed to synthesize it. The reactants are: [F:1][C:2]([F:22])([F:21])[S:3](N(C1C=CC(Cl)=CN=1)[S:3]([C:2]([F:22])([F:21])[F:1])(=[O:5])=[O:4])(=[O:5])=[O:4].[OH:23][C:24]1[CH:33]=[CH:32][C:31]2[C:26](=[CH:27][CH:28]=[CH:29][C:30]=2[O:34][CH3:35])[CH:25]=1.O. (4) Given the product [CH2:8]([O:15][C:16]1[CH:17]=[C:18]2[C:22](=[CH:23][CH:24]=1)[N:21]([C@@H:32]([C:28]1[CH:29]=[CH:30][CH:31]=[C:26]([F:25])[CH:27]=1)[C@H:33]([OH:34])[CH2:35][OH:36])[CH:20]=[CH:19]2)[C:9]1[CH:10]=[CH:11][CH:12]=[CH:13][CH:14]=1, predict the reactants needed to synthesize it. The reactants are: [H-].[Na+].C(O)(C)(C)C.[CH2:8]([O:15][C:16]1[CH:17]=[C:18]2[C:22](=[CH:23][CH:24]=1)[NH:21][CH:20]=[CH:19]2)[C:9]1[CH:14]=[CH:13][CH:12]=[CH:11][CH:10]=1.[F:25][C:26]1[CH:27]=[C:28]([C@H:32]2[O:34][C@@H:33]2[CH2:35][OH:36])[CH:29]=[CH:30][CH:31]=1. (5) Given the product [NH2:8][CH:9]1[CH2:10][N:11]([C:13]2[C:14]3[C:38]([CH3:39])([CH3:40])[C:37](=[O:41])[NH:36][C:15]=3[N:16]=[C:17]([C:19]3[C:27]4[C:22](=[N:23][CH:24]=[CH:25][CH:26]=4)[N:21]([CH2:28][C:29]4[CH:34]=[CH:33][CH:32]=[CH:31][C:30]=4[F:35])[N:20]=3)[N:18]=2)[CH2:12]1, predict the reactants needed to synthesize it. The reactants are: Cl.C(OC(=O)[NH:8][CH:9]1[CH2:12][N:11]([C:13]2[C:14]3[C:38]([CH3:40])([CH3:39])[C:37](=[O:41])[NH:36][C:15]=3[N:16]=[C:17]([C:19]3[C:27]4[C:22](=[N:23][CH:24]=[CH:25][CH:26]=4)[N:21]([CH2:28][C:29]4[CH:34]=[CH:33][CH:32]=[CH:31][C:30]=4[F:35])[N:20]=3)[N:18]=2)[CH2:10]1)(C)(C)C. (6) Given the product [OH:36][C@@:35]([C:30]1[CH:29]=[CH:28][C:27]2[C:32](=[CH:33][CH:34]=[C:25]([C:23]([NH:22][CH3:21])=[O:24])[CH:26]=2)[CH:31]=1)([C:37]1[N:38]=[CH:39][N:40]([C:42]([C:43]2[CH:48]=[CH:47][CH:46]=[CH:45][CH:44]=2)([C:55]2[CH:56]=[CH:57][CH:58]=[CH:59][CH:60]=2)[C:49]2[CH:54]=[CH:53][CH:52]=[CH:51][CH:50]=2)[CH:41]=1)[CH2:7][C:8]([O:10][C:11]([CH3:14])([CH3:13])[CH3:12])=[O:9], predict the reactants needed to synthesize it. The reactants are: Cl[Si](C)(C)C.Br[CH2:7][C:8]([O:10][C:11]([CH3:14])([CH3:13])[CH3:12])=[O:9].N1C=CC=CC=1.[CH3:21][NH:22][C:23]([C:25]1[CH:34]=[CH:33][C:32]2[C:27](=[CH:28][CH:29]=[C:30]([C:35]([C:37]3[N:38]=[CH:39][N:40]([C:42]([C:55]4[CH:60]=[CH:59][CH:58]=[CH:57][CH:56]=4)([C:49]4[CH:54]=[CH:53][CH:52]=[CH:51][CH:50]=4)[C:43]4[CH:48]=[CH:47][CH:46]=[CH:45][CH:44]=4)[CH:41]=3)=[O:36])[CH:31]=2)[CH:26]=1)=[O:24]. (7) Given the product [CH3:1][S:2]([O:22][CH2:21][C:11]1[CH:12]=[C:13]([O:16][C:17]([F:19])([F:20])[F:18])[CH:14]=[CH:15][C:10]=1[O:9][CH:6]1[CH2:7][CH2:8]1)(=[O:4])=[O:3], predict the reactants needed to synthesize it. The reactants are: [CH3:1][S:2](Cl)(=[O:4])=[O:3].[CH:6]1([O:9][C:10]2[CH:15]=[CH:14][C:13]([O:16][C:17]([F:20])([F:19])[F:18])=[CH:12][C:11]=2[CH2:21][OH:22])[CH2:8][CH2:7]1.C(N(CC)CC)C.O. (8) The reactants are: [OH-].[K+].[Cl:3][C:4]1[C:11]([O:12][CH3:13])=[CH:10][CH:9]=[CH:8][C:5]=1[CH:6]=O.[CH:14](=[O:16])[CH3:15]. Given the product [Cl:3][C:4]1[C:11]([O:12][CH3:13])=[CH:10][CH:9]=[CH:8][C:5]=1/[CH:6]=[CH:15]/[CH:14]=[O:16], predict the reactants needed to synthesize it.